Dataset: Full USPTO retrosynthesis dataset with 1.9M reactions from patents (1976-2016). Task: Predict the reactants needed to synthesize the given product. (1) Given the product [ClH:21].[ClH:21].[Cl:22][C:16]1[C:17]([Cl:21])=[CH:18][CH:19]=[CH:20][C:15]=1[NH:14][C:13]1[C:12]2[C:7](=[CH:8][C:9]([O:36][CH3:37])=[C:10]([N:23]3[CH2:24][CH2:25][NH:26][CH2:27][CH2:28]3)[CH:11]=2)[N:6]=[CH:5][C:4]=1[C:2]([NH2:1])=[O:3], predict the reactants needed to synthesize it. The reactants are: [NH2:1][C:2]([C:4]1[CH:5]=[N:6][C:7]2[C:12]([C:13]=1[NH:14][C:15]1[CH:20]=[CH:19][CH:18]=[C:17]([Cl:21])[C:16]=1[Cl:22])=[CH:11][C:10]([N:23]1[CH2:28][CH2:27][N:26](C(OC(C)(C)C)=O)[CH2:25][CH2:24]1)=[C:9]([O:36][CH3:37])[CH:8]=2)=[O:3]. (2) Given the product [F:1][C@H:2]1[C@@H:7]([O:8][C:9]2[CH:16]=[CH:15][C:14]([C:17]3[N:22]=[C:21]([NH:23][C:24]4[CH:29]=[CH:28][C:27]([N:30]5[CH2:31][CH2:32][N:33]([CH:36]6[CH2:39][O:38][CH2:37]6)[CH2:34][CH2:35]5)=[CH:26][CH:25]=4)[N:20]=[CH:19][N:18]=3)=[CH:13][C:10]=2[C:11]#[N:12])[CH2:6][CH2:5][N:4]([C:47]([C@@H:43]2[CH2:42][C@H:41]([OH:40])[C:45](=[O:46])[NH:44]2)=[O:48])[CH2:3]1, predict the reactants needed to synthesize it. The reactants are: [F:1][C@H:2]1[C@@H:7]([O:8][C:9]2[CH:16]=[CH:15][C:14]([C:17]3[N:22]=[C:21]([NH:23][C:24]4[CH:29]=[CH:28][C:27]([N:30]5[CH2:35][CH2:34][N:33]([CH:36]6[CH2:39][O:38][CH2:37]6)[CH2:32][CH2:31]5)=[CH:26][CH:25]=4)[N:20]=[CH:19][N:18]=3)=[CH:13][C:10]=2[C:11]#[N:12])[CH2:6][CH2:5][NH:4][CH2:3]1.[OH:40][C@@H:41]1[C:45](=[O:46])[NH:44][C@H:43]([C:47](O)=[O:48])[CH2:42]1.CN(C(ON1N=NC2C=CC=NC1=2)=[N+](C)C)C.F[P-](F)(F)(F)(F)F. (3) Given the product [CH2:39]([O:38][CH:34]([O:35][CH2:36][CH3:37])[C@@H:33]([N:21]([CH2:22][C:23]1[C:32]2[C:27](=[CH:28][CH:29]=[CH:30][CH:31]=2)[CH:26]=[CH:25][CH:24]=1)[C:19](=[O:20])[C@@H:18]([NH:17][C:13](=[O:15])[CH2:12][O:11][NH:10][C:9]([NH:8][CH2:7][C:4]1[CH:3]=[CH:2][N:1]=[CH:6][CH:5]=1)=[O:16])[CH3:42])[CH3:41])[CH3:40], predict the reactants needed to synthesize it. The reactants are: [N:1]1[CH:6]=[CH:5][C:4]([CH2:7][NH:8][C:9](=[O:16])[NH:10][O:11][CH2:12][C:13]([OH:15])=O)=[CH:3][CH:2]=1.[NH2:17][C@@H:18]([CH3:42])[C:19]([N:21]([C@@H:33]([CH3:41])[CH:34]([O:38][CH2:39][CH3:40])[O:35][CH2:36][CH3:37])[CH2:22][C:23]1[C:32]2[C:27](=[CH:28][CH:29]=[CH:30][CH:31]=2)[CH:26]=[CH:25][CH:24]=1)=[O:20]. (4) Given the product [CH2:7]([O:14][N:15]1[C:21](=[O:22])[N:20]2[CH2:23][C@H:16]1[CH2:17][CH2:18][C@H:19]2[C:24]1[O:25][C:28]([CH2:29][C:30]2([NH:33][C:34](=[O:40])[O:35][C:36]([CH3:37])([CH3:38])[CH3:39])[CH2:32][CH2:31]2)=[N:27][N:26]=1)[C:8]1[CH:13]=[CH:12][CH:11]=[CH:10][CH:9]=1, predict the reactants needed to synthesize it. The reactants are: N1C=CC=CC=1.[CH2:7]([O:14][N:15]1[C:21](=[O:22])[N:20]2[CH2:23][C@H:16]1[CH2:17][CH2:18][C@H:19]2[C:24]([NH:26][NH:27][C:28](=O)[CH2:29][C:30]1([NH:33][C:34](=[O:40])[O:35][C:36]([CH3:39])([CH3:38])[CH3:37])[CH2:32][CH2:31]1)=[O:25])[C:8]1[CH:13]=[CH:12][CH:11]=[CH:10][CH:9]=1.O(S(C(F)(F)F)(=O)=O)S(C(F)(F)F)(=O)=O.C([O-])(O)=O.[Na+]. (5) Given the product [OH:16][C@H:12]([C:10]1[CH:9]=[CH:8][C:6]([OH:7])=[C:5]([CH2:4][OH:3])[CH:11]=1)[CH2:13][NH:14][CH2:18][CH2:19][CH2:20][CH2:21][CH2:22][CH2:23][O:24][CH2:25][CH2:26][CH2:27][CH2:28][C:29]1[CH:30]=[C:31](/[CH:35]=[CH:36]/[S:37]([NH:40][CH3:41])(=[O:38])=[O:39])[CH:32]=[CH:33][CH:34]=1, predict the reactants needed to synthesize it. The reactants are: CC1(C)[O:7][C:6]2[CH:8]=[CH:9][C:10]([C@H:12]3[O:16]C(=O)[N:14]([CH2:18][CH2:19][CH2:20][CH2:21][CH2:22][CH2:23][O:24][CH2:25][CH2:26][CH2:27][CH2:28][C:29]4[CH:30]=[C:31](/[CH:35]=[CH:36]/[S:37]([NH:40][CH3:41])(=[O:39])=[O:38])[CH:32]=[CH:33][CH:34]=4)[CH2:13]3)=[CH:11][C:5]=2[CH2:4][O:3]1.BrC1C=C(CCCCOCCCCCCN2C[C@@H](C3C=CC4OC(C)(C)OCC=4C=3)OC2=O)C=CC=1.CNS(C=C)(=O)=O.C1(C)C=CC=CC=1P(C1C=CC=CC=1C)C1C=CC=CC=1C. (6) Given the product [OH:12][CH2:11][C:8]1[CH:9]=[CH:10][C:5]2[S:4][CH:3]=[C:2]([C:23]3[CH:22]=[CH:21][C:16]([C:17]([O:19][CH3:20])=[O:18])=[CH:15][C:14]=3[CH3:13])[C:6]=2[CH:7]=1, predict the reactants needed to synthesize it. The reactants are: Br[C:2]1[C:6]2[CH:7]=[C:8]([CH2:11][OH:12])[CH:9]=[CH:10][C:5]=2[S:4][CH:3]=1.[CH3:13][C:14]1[CH:15]=[C:16]([CH:21]=[CH:22][C:23]=1B1OC(C)(C)C(C)(C)O1)[C:17]([O:19][CH3:20])=[O:18].